This data is from Peptide-MHC class I binding affinity with 185,985 pairs from IEDB/IMGT. The task is: Regression. Given a peptide amino acid sequence and an MHC pseudo amino acid sequence, predict their binding affinity value. This is MHC class I binding data. (1) The peptide sequence is ILHRLAPWI. The MHC is HLA-B15:01 with pseudo-sequence HLA-B15:01. The binding affinity (normalized) is 0.0847. (2) The peptide sequence is MSDIFHALV. The MHC is HLA-A11:01 with pseudo-sequence HLA-A11:01. The binding affinity (normalized) is 0.130. (3) The peptide sequence is QPAGGKAEF. The MHC is HLA-B39:01 with pseudo-sequence HLA-B39:01. The binding affinity (normalized) is 0.0847. (4) The peptide sequence is GIALAVPCV. The MHC is HLA-A80:01 with pseudo-sequence HLA-A80:01. The binding affinity (normalized) is 0.0847. (5) The peptide sequence is FQPQTGQFI. The MHC is H-2-Kb with pseudo-sequence H-2-Kb. The binding affinity (normalized) is 0.0258. (6) The peptide sequence is TALFLLKLA. The MHC is Mamu-A2201 with pseudo-sequence Mamu-A2201. The binding affinity (normalized) is 0. (7) The peptide sequence is NFGTFYEHI. The MHC is HLA-A29:02 with pseudo-sequence HLA-A29:02. The binding affinity (normalized) is 0.446.